From a dataset of Reaction yield outcomes from USPTO patents with 853,638 reactions. Predict the reaction yield, written as a fraction of the theoretical maximum amount of product (1.0 means a 100% yield; for example, 0.34 means a 34% yield). (1) The reactants are [Cl:1][C:2]1[N:7]=[CH:6][C:5]2[C:8]([I:11])=[N:9][NH:10][C:4]=2[CH:3]=1.[H-].[Na+].Br[CH:15]([CH2:17][CH3:18])[CH3:16]. The catalyst is CN(C)C=O.[Cl-].[Na+].O. The product is [CH:15]([N:10]1[C:4]2[CH:3]=[C:2]([Cl:1])[N:7]=[CH:6][C:5]=2[C:8]([I:11])=[N:9]1)([CH2:17][CH3:18])[CH3:16]. The yield is 0.860. (2) The reactants are [CH3:1][CH:2]1[CH2:8][CH2:7][NH:6][CH2:5][CH2:4][NH:3]1.[C:9]([O:13][C:14](O[C:14]([O:13][C:9]([CH3:12])([CH3:11])[CH3:10])=[O:15])=[O:15])([CH3:12])([CH3:11])[CH3:10].C(N(CC)CC)C. The catalyst is CN(C=O)C.C(Cl)Cl. The product is [CH3:1][CH:2]1[CH2:8][CH2:7][N:6]([C:14]([O:13][C:9]([CH3:12])([CH3:11])[CH3:10])=[O:15])[CH2:5][CH2:4][NH:3]1. The yield is 0.170. (3) The reactants are [CH3:1][C:2]1[CH:11]=[C:10]([NH:12][C:13](=[O:15])[CH3:14])[C:9]2[C:4](=[CH:5][CH:6]=[CH:7][CH:8]=2)[N:3]=1.[OH-].[Na+]. No catalyst specified. The product is [CH3:1][C:2]1[CH:11]=[C:10]([NH:12][C:13](=[O:15])[CH3:14])[C:9]2[CH2:8][CH2:7][CH2:6][CH2:5][C:4]=2[N:3]=1. The yield is 0.780.